This data is from Experimentally validated miRNA-target interactions with 360,000+ pairs, plus equal number of negative samples. The task is: Binary Classification. Given a miRNA mature sequence and a target amino acid sequence, predict their likelihood of interaction. (1) The miRNA is hsa-miR-1226-3p with sequence UCACCAGCCCUGUGUUCCCUAG. The protein sequence of the target gene is MVRRDRLRRMREWWVQVGLLAVPLLAAYLHIPPPQLSPALHSWKSSGKFFTYKGLRIFYQDSVGVVGSPEIVVLLHGFPTSSYDWYKIWEGLTLRFHRVIALDFLGFGFSDKPRPHHYSIFEQASIVEALLRHLGLQNRRINLLSHDYGDIVAQELLYRYKQNRSGRLTIKSLCLSNGGIFPETHRPLLLQKLLKDGGVLSPILTRLMNFFVFSRGLTPVFGPYTRPSESELWDMWAGIRNNDGNLVIDSLLQYINQRKKFRRRWVGALASVTIPIHFIYGPLDPVNPYPEFLELYRKTL.... Result: 0 (no interaction). (2) The miRNA is mmu-miR-466o-3p with sequence UACAUACAUGCACACAUAAGAC. The protein sequence of the target gene is MSPENLSDCNNSVKDFDQHPELTIRQCVHREKPYKQEECDDSACDQHLRVHKGGMPYECKDCGKAFKYRSVLYQHRIIHTAARPYKCKECGKAFKRSRNLAQHQVTHKREKPHKCEECGRAFSALSVLTQHRITHTGEKPFKCKECGRAFKYNSTLTQHEVIHTEAKPYRCQECGKAFKRSHTLSQHQVIHKGEKPHKCDECGRAFSKHSSLTQHQVIHTGEKPYQCRECGKAFRYQSTLTRHHIVHTGAKPYKCPECDKAFNNSSTLSRHQIIHTGEKPYKCQECGRAFYCSSFLIQHM.... Result: 1 (interaction). (3) The miRNA is hsa-miR-4634 with sequence CGGCGCGACCGGCCCGGGG. The protein sequence of the target gene is MSKTLKKKKHWLSKVQECAVSWAGPPGDFGAEIRGGAERGEFPYLGRLREEPGGGTCCVVSGKAPSPGDVLLEVNGTPVSGLTNRDTLAVIRHFREPIRLKTVKPGKVINKDLRHYLSLQFQKGSIDHKLQQVIRDNLYLRTIPCTTRAPRDGEVPGVDYNFISVEQFKALEESGALLESGTYDGNFYGTPKPPAEPSPFQPDPVDQVLFDNEFDAESQRKRTTSVSKMERMDSSLPEEEEDEDKEAINGSGNAENRERHSESSDWMKTVPSYNQTNSSMDFRNYMMRDETLEPLPKNWE.... Result: 0 (no interaction). (4) The miRNA is hsa-miR-4522 with sequence UGACUCUGCCUGUAGGCCGGU. The protein sequence of the target gene is MSYYGSSYHIINADAKYPGYPPEHIIAEKRRARRRLLHKDGSCNVYFKHIFGEWGSYVVDIFTTLVDTKWRHMFVIFSLSYILSWLIFGSVFWLIAFHHGDLLNDPDITPCVDNVHSFTGAFLFSLETQTTIGYGYRCVTEECSVAVLMVILQSILSCIINTFIIGAALAKMATARKRAQTIRFSYFALIGMRDGKLCLMWRIGDFRPNHVVEGTVRAQLLRYTEDSEGRMTMAFKDLKLVNDQIILVTPVTIVHEIDHESPLYALDRKAVAKDNFEILVTFIYTGDSTGTSHQSRSSYV.... Result: 0 (no interaction). (5) The miRNA is hsa-miR-4507 with sequence CUGGGUUGGGCUGGGCUGGG. The protein sequence of the target gene is MDKGRERMAAAAAAAAAAAAAAQCRSPRCAAERRGFRRELDSWRHRLMHCVGFESILEGLYGPRLRRDLSLFEDCEPEELTDWSMDEKCSFCNLQREAVSDCIPSLDSSQSTPTEELSSQGQSNTDKIECQAENYLNALFRKKDLPQNCDPNIPLVAQELMKKMIRQFAIEYISKSGKTQENRNGSIGPSIVCKSIQMNQAENSLQEEQEGPLDLTVNRMQEQNTQQGDGVLDLSTKKTSIKSEESSICDPSSENSVAGRLHRNREDYVERSAEFADGLLSKALKDIQSGALDINKAGIL.... Result: 1 (interaction). (6) The protein sequence of the target gene is MGCRQSSEEKEAARRSRRIDRHLRSESQRQRREIKLLLLGTSNSGKSTIVKQMKIIHSGGFNLDACKEYKPLIIYNAIDSLTRIIRALAALKIDFHNPDRAYDAVQLFALTGPAESKGEITPELLGVMRRLWADPGAQACFGRSSEYHLEDNAAYYLNDLERIAAPDYIPTVEDILRSRDMTTGIVENKFTFKELTFKMVDVGGQRSERKKWIHCFEGVTAIIFCVELSGYDLKLYEDNQTSRMAESLRLFDSICNNNWFINTSLILFLNKKDLLAEKIRRIPLSVCFPEYKGQNTYEEA.... The miRNA is hsa-miR-331-3p with sequence GCCCCUGGGCCUAUCCUAGAA. Result: 0 (no interaction). (7) The miRNA is hsa-miR-4741 with sequence CGGGCUGUCCGGAGGGGUCGGCU. The protein sequence of the target gene is MLTAVCGSLGSQHTDAPHASPPRLDLQPLQTYQGHTSPEAGDYPSPLQPGELQSLPLGPEVDFSQGYELPGASSRVTCEDLESDSPLAPGPFSKLLQPDMSHHYESWFRPTHPGTEDGSWWDLHPGTSWMDLPHTQGALTSPGHPGALQPALGGYVGDHQLCAPPPHPHPHHLLPAAGGQHLLGPPDGAKALEAAAQESQGLDSSLDAASRPKGSRRSVPRSSGQTVCRCPNCLEAERLGAPCGPDGGKKKHLHNCHIPGCGKAYAKTSHLKAHLRWHSGDRPFVCNWLFCGKRFTRSDE.... Result: 0 (no interaction).